Dataset: Full USPTO retrosynthesis dataset with 1.9M reactions from patents (1976-2016). Task: Predict the reactants needed to synthesize the given product. (1) Given the product [Br:3][C:4]1[CH:5]=[C:6]2[C:7](=[C:8]([C:9]([OH:11])=[O:10])[CH:12]=1)[NH:13][C:16]1[CH2:21][CH2:20][CH:19]([C:22]([O:24][CH2:25][CH3:26])=[O:23])[CH2:18][C:17]2=1, predict the reactants needed to synthesize it. The reactants are: Cl.Cl.[Br:3][C:4]1[CH:5]=[CH:6][C:7]([NH:13]N)=[C:8]([CH:12]=1)[C:9]([OH:11])=[O:10].O=[C:16]1[CH2:21][CH2:20][CH:19]([C:22]([O:24][CH2:25][CH3:26])=[O:23])[CH2:18][CH2:17]1.CCCCCC.C(OCC)(=O)C. (2) Given the product [CH3:1][NH:2][C:3](=[O:19])[CH2:4][CH2:5][CH2:6][CH2:7][C:8]1[CH:13]=[CH:12][C:11]2[CH2:14][CH2:15][CH2:16][CH2:17][NH:18][C:10]=2[N:9]=1, predict the reactants needed to synthesize it. The reactants are: [CH3:1][NH:2][C:3](=[O:19])[CH2:4][CH2:5][CH2:6][CH2:7][C:8]1[CH:13]=[CH:12][C:11]([CH2:14][CH2:15][CH2:16][CH2:17][NH2:18])=[CH:10][N:9]=1.[H-].[Na+]. (3) Given the product [CH2:43]([O:42][C:40](=[O:50])[NH:41][C:8]1[N:13]=[C:12]([CH2:14][OH:15])[C:11]2[C:16]([O:38][CH3:39])=[N:17][N:18]([C:19]([C:32]3[CH:37]=[CH:36][CH:35]=[CH:34][CH:33]=3)([C:26]3[CH:31]=[CH:30][CH:29]=[CH:28][CH:27]=3)[C:20]3[CH:25]=[CH:24][CH:23]=[CH:22][CH:21]=3)[C:10]=2[CH:9]=1)[C:44]1[CH:49]=[CH:48][CH:47]=[CH:46][CH:45]=1, predict the reactants needed to synthesize it. The reactants are: CC(C)([O-])C.[Na+].Cl[C:8]1[N:13]=[C:12]([CH2:14][OH:15])[C:11]2[C:16]([O:38][CH3:39])=[N:17][N:18]([C:19]([C:32]3[CH:37]=[CH:36][CH:35]=[CH:34][CH:33]=3)([C:26]3[CH:31]=[CH:30][CH:29]=[CH:28][CH:27]=3)[C:20]3[CH:25]=[CH:24][CH:23]=[CH:22][CH:21]=3)[C:10]=2[CH:9]=1.[C:40](=[O:50])([O:42][CH2:43][C:44]1[CH:49]=[CH:48][CH:47]=[CH:46][CH:45]=1)[NH2:41]. (4) Given the product [Cl:1][C:2]1[CH:3]=[CH:4][C:5]([O:33][CH3:34])=[C:6]([C:8]2[C:17]3[C:12](=[CH:13][C:14]([S:18]([NH:40][C:39]4[S:35][N:36]=[CH:37][N:38]=4)(=[O:20])=[O:21])=[CH:15][CH:16]=3)[CH:11]=[CH:10][N:9]=2)[CH:7]=1, predict the reactants needed to synthesize it. The reactants are: [Cl:1][C:2]1[CH:3]=[CH:4][C:5]([O:33][CH3:34])=[C:6]([C:8]2[C:17]3[C:12](=[CH:13][C:14]([S:18]([O:21]C4C(F)=C(F)C(F)=C(F)C=4F)(=[O:20])=O)=[CH:15][CH:16]=3)[CH:11]=[CH:10][N:9]=2)[CH:7]=1.[S:35]1[C:39]([NH2:40])=[N:38][CH:37]=[N:36]1.C(=O)([O-])[O-].[Cs+].[Cs+].C(#N)C. (5) Given the product [NH2:18][C:16]([NH:15][C:11]1[NH:12][C:13]2[C:9]([C:10]=1[C:19]([NH2:21])=[O:20])=[CH:8][CH:7]=[C:6]([CH:3]([OH:5])[CH3:4])[CH:14]=2)=[O:17], predict the reactants needed to synthesize it. The reactants are: [BH4-].[Na+].[C:3]([C:6]1[CH:14]=[C:13]2[C:9]([C:10]([C:19]([NH2:21])=[O:20])=[C:11]([NH:15][C:16]([NH2:18])=[O:17])[NH:12]2)=[CH:8][CH:7]=1)(=[O:5])[CH3:4].O. (6) Given the product [CH2:20]1[C:21]2[C:26](=[CH:25][CH:24]=[CH:23][CH:22]=2)[CH2:18][CH:19]1[C@H:27]1[NH:31][C:32](=[O:34])[C@@H:14]([CH:13]([CH2:16][CH3:17])[CH2:11][CH3:12])[N:1]([CH2:2][C:3]2[CH:8]=[CH:7][CH:6]=[CH:5][C:4]=2[CH2:9][OH:10])[C:28]1=[O:30], predict the reactants needed to synthesize it. The reactants are: [NH2:1][CH2:2][C:3]1[CH:8]=[CH:7][CH:6]=[CH:5][C:4]=1[CH2:9][OH:10].[CH2:11]([CH:13]([CH2:16][CH3:17])[CH:14]=O)[CH3:12].[CH2:18]1[C:26]2[C:21](=[CH:22][CH:23]=[CH:24][CH:25]=2)[CH2:20][CH:19]1[C@@H:27]([NH:31][C:32]([O:34]C(C)(C)C)=O)[C:28]([OH:30])=O.ClC1C=CC([N+]#[C-])=CC=1.C(Cl)(=O)C.C(=O)(O)[O-].[Na+]. (7) Given the product [CH:1]12[CH2:10][CH:5]3[CH2:6][CH:7]([CH2:9][CH:3]([CH2:4]3)[CH:2]1[NH:11][C:12]([C:14]1[CH:15]=[N:16][N:17]([C:23]3[CH:24]=[CH:25][C:26]([CH2:29][C:30]([OH:32])=[O:31])=[CH:27][CH:28]=3)[C:18]=1[S:19][CH2:20][CH2:21][CH3:22])=[O:13])[CH2:8]2, predict the reactants needed to synthesize it. The reactants are: [CH:1]12[CH2:10][CH:5]3[CH2:6][CH:7]([CH2:9][CH:3]([CH2:4]3)[CH:2]1[NH:11][C:12]([C:14]1[CH:15]=[N:16][N:17]([C:23]3[CH:28]=[CH:27][C:26]([CH2:29][C:30]([O:32]C)=[O:31])=[CH:25][CH:24]=3)[C:18]=1[S:19][CH2:20][CH2:21][CH3:22])=[O:13])[CH2:8]2.[OH-].[Na+]. (8) Given the product [Cl:27][C:24]1[CH:23]=[C:22]([Br:28])[C:20]2=[N:21][N:17]([CH2:16][C:13]([NH:12][C:7](=[O:8])[C:6]3[CH:10]=[CH:11][C:3]([C:1]#[N:2])=[CH:4][CH:5]=3)([C:14]#[N:15])[CH3:29])[N:18]=[C:19]2[C:25]=1[Br:26], predict the reactants needed to synthesize it. The reactants are: [C:1]([C:3]1[CH:11]=[CH:10][C:6]([C:7](Cl)=[O:8])=[CH:5][CH:4]=1)#[N:2].[NH2:12][C:13]([CH3:29])([CH2:16][N:17]1[N:21]=[C:20]2[C:22]([Br:28])=[CH:23][C:24]([Cl:27])=[C:25]([Br:26])[C:19]2=[N:18]1)[C:14]#[N:15]. (9) Given the product [F:1][C:2]1[C:3]([C:9]2[N:13]([CH:14]3[CH2:19][CH2:18][O:17][CH2:16][CH2:15]3)[C:12]([CH3:20])=[N:11][CH:10]=2)=[N:4][C:5]([NH:8][C:22]2[CH:27]=[N:26][C:25]([S:28]([CH:31]([CH3:33])[CH3:32])(=[O:29])=[O:30])=[CH:24][CH:23]=2)=[N:6][CH:7]=1, predict the reactants needed to synthesize it. The reactants are: [F:1][C:2]1[C:3]([C:9]2[N:13]([CH:14]3[CH2:19][CH2:18][O:17][CH2:16][CH2:15]3)[C:12]([CH3:20])=[N:11][CH:10]=2)=[N:4][C:5]([NH2:8])=[N:6][CH:7]=1.Br[C:22]1[CH:23]=[CH:24][C:25]([S:28]([CH:31]([CH3:33])[CH3:32])(=[O:30])=[O:29])=[N:26][CH:27]=1.C([O-])([O-])=O.[Cs+].[Cs+].CC1(C)C2C(=C(P(C3C=CC=CC=3)C3C=CC=CC=3)C=CC=2)OC2C(P(C3C=CC=CC=3)C3C=CC=CC=3)=CC=CC1=2. (10) Given the product [C:30]([C:27]1([NH:26][C:9]([CH:8]([NH:7][C:5](=[O:6])[C:4]2[CH:17]=[CH:18][CH:19]=[C:2]([I:1])[CH:3]=2)[CH2:12][Si:13]([CH3:16])([CH3:15])[CH3:14])=[O:11])[CH2:29][CH2:28]1)#[N:31], predict the reactants needed to synthesize it. The reactants are: [I:1][C:2]1[CH:3]=[C:4]([CH:17]=[CH:18][CH:19]=1)[C:5]([NH:7][CH:8]([CH2:12][Si:13]([CH3:16])([CH3:15])[CH3:14])[C:9]([OH:11])=O)=[O:6].CN(C)C=O.Cl.[NH2:26][C:27]1([C:30]#[N:31])[CH2:29][CH2:28]1.CN1CCOCC1.